The task is: Predict the reactants needed to synthesize the given product.. This data is from Full USPTO retrosynthesis dataset with 1.9M reactions from patents (1976-2016). (1) Given the product [NH2:1][C@H:2]([C:10]([NH:12][CH2:13][C:14]([NH:16][C@H:17]([C:26]([NH:28][C@H:29]([C:40]([N:42]1[CH2:49][CH2:48][CH2:47][C@H:43]1[C:44]([OH:46])=[O:45])=[O:41])[CH2:30][C:31]1[C:39]2[C:34](=[CH:35][CH:36]=[CH:37][CH:38]=2)[NH:33][CH:32]=1)=[O:27])[CH2:18][C:19](=[O:25])[O:20][C:21]([CH3:23])([CH3:22])[CH3:24])=[O:15])=[O:11])[CH2:3][CH2:4][CH2:5][NH:6][C:7](=[NH:8])[NH2:9], predict the reactants needed to synthesize it. The reactants are: [NH:1](C(OCC1C=CC=CC=1)=O)[C@H:2]([C:10]([NH:12][CH2:13][C:14]([NH:16][C@H:17]([C:26]([NH:28][C@H:29]([C:40]([N:42]1[CH2:49][CH2:48][CH2:47][C@H:43]1[C:44]([OH:46])=[O:45])=[O:41])[CH2:30][C:31]1[C:39]2[C:34](=[CH:35][CH:36]=[CH:37][CH:38]=2)[NH:33][CH:32]=1)=[O:27])[CH2:18][C:19](=[O:25])[O:20][C:21]([CH3:24])([CH3:23])[CH3:22])=[O:15])=[O:11])[CH2:3][CH2:4][CH2:5][NH:6][C:7](=[NH:9])[NH2:8].Cl. (2) Given the product [Cl:1][C:2]1[CH:3]=[C:4]([C:12]2[N:16]=[C:15]([C:17]3[CH:22]=[CH:21][C:20]([NH:23][C@@H:24]4[CH2:28][CH2:27][CH2:26][C@@H:25]4[C:29]([O:31][CH3:33])=[O:30])=[CH:19][CH:18]=3)[O:14][N:13]=2)[CH:5]=[CH:6][C:7]=1[O:8][CH:9]([CH3:11])[CH3:10].[Cl:32][C:33]1[CH:34]=[C:35]([C:43]2[N:47]=[C:46]([C:48]3[CH:53]=[CH:52][C:51]([NH:54][C@H:55]4[CH2:59][CH2:58][CH2:57][C@H:56]4[C:60]([O:62][CH3:2])=[O:61])=[CH:50][CH:49]=3)[O:45][N:44]=2)[CH:36]=[CH:37][C:38]=1[O:39][CH:40]([CH3:42])[CH3:41], predict the reactants needed to synthesize it. The reactants are: [Cl:1][C:2]1[CH:3]=[C:4]([C:12]2[N:16]=[C:15]([C:17]3[CH:22]=[CH:21][C:20]([NH:23][C@@H:24]4[CH2:28][CH2:27][CH2:26][C@@H:25]4[C:29]([OH:31])=[O:30])=[CH:19][CH:18]=3)[O:14][N:13]=2)[CH:5]=[CH:6][C:7]=1[O:8][CH:9]([CH3:11])[CH3:10].[Cl:32][C:33]1[CH:34]=[C:35]([C:43]2[N:47]=[C:46]([C:48]3[CH:53]=[CH:52][C:51]([NH:54][C@H:55]4[CH2:59][CH2:58][CH2:57][C@H:56]4[C:60]([OH:62])=[O:61])=[CH:50][CH:49]=3)[O:45][N:44]=2)[CH:36]=[CH:37][C:38]=1[O:39][CH:40]([CH3:42])[CH3:41].S(Cl)(Cl)=O. (3) The reactants are: [N+:1]([C:4]1[CH:5]=[N:6][N:7]([CH:9]2[CH2:14][CH2:13][O:12][CH2:11][CH2:10]2)[CH:8]=1)([O-:3])=[O:2].C[Si]([N-][Si](C)(C)C)(C)C.[Li+].[Cl:25]C(Cl)(Cl)C(Cl)(Cl)Cl. Given the product [Cl:25][C:8]1[N:7]([CH:9]2[CH2:14][CH2:13][O:12][CH2:11][CH2:10]2)[N:6]=[CH:5][C:4]=1[N+:1]([O-:3])=[O:2], predict the reactants needed to synthesize it. (4) Given the product [Cl:1][C:2]1[CH:3]=[CH:4][C:5]2[O:9][C:8]([C:10]3[CH:11]=[CH:12][C:13]4[N:17]([CH:18]5[CH2:19][CH2:20][O:21][CH2:22][CH2:23]5)[C:25]([C:27]5[CH:36]=[CH:35][CH:34]=[C:29]([C:30]([O:32][CH3:33])=[O:31])[CH:28]=5)=[N:15][C:14]=4[CH:16]=3)=[N:7][C:6]=2[CH:24]=1, predict the reactants needed to synthesize it. The reactants are: [Cl:1][C:2]1[CH:3]=[CH:4][C:5]2[O:9][C:8]([C:10]3[CH:11]=[CH:12][C:13]([NH:17][CH:18]4[CH2:23][CH2:22][O:21][CH2:20][CH2:19]4)=[C:14]([CH:16]=3)[NH2:15])=[N:7][C:6]=2[CH:24]=1.[CH:25]([C:27]1[CH:28]=[C:29]([CH:34]=[CH:35][CH:36]=1)[C:30]([O:32][CH3:33])=[O:31])=O.OOS([O-])=O.[K+].C(=O)([O-])[O-].[K+].[K+]. (5) Given the product [ClH:21].[F:1][C:2]1[CH:3]=[C:4]([C:22]2[CH:23]=[C:24]([CH2:28][N:29]3[CH:33]=[CH:32][N:31]=[C:30]3[CH3:34])[N:25]=[N:26][CH:27]=2)[CH:5]=[C:6]([C:8]([F:9])([F:10])[F:11])[CH:7]=1, predict the reactants needed to synthesize it. The reactants are: [F:1][C:2]1[CH:3]=[C:4](B2OC(C)(C)C(C)(C)O2)[CH:5]=[C:6]([C:8]([F:11])([F:10])[F:9])[CH:7]=1.[Cl:21][C:22]1[CH:23]=[C:24]([CH2:28][N:29]2[CH:33]=[CH:32][N:31]=[C:30]2[CH3:34])[N:25]=[N:26][CH:27]=1. (6) Given the product [N:1]1[CH:6]=[CH:5][C:4]([NH:7][C:8]([C:10]2[NH:11][C:12]3[C:17]([C:18]=2[C:19]2[CH:24]=[CH:23][CH:22]=[CH:21][CH:20]=2)=[CH:16][C:15]([NH:25][CH2:26][C:27]2[CH:28]=[CH:29][C:30]([C:33]([CH3:36])([CH3:35])[CH3:34])=[CH:31][CH:32]=2)=[CH:14][CH:13]=3)=[O:9])=[CH:3][CH:2]=1, predict the reactants needed to synthesize it. The reactants are: [N:1]1[CH:6]=[CH:5][C:4]([NH:7][C:8]([C:10]2[NH:11][C:12]3[C:17]([C:18]=2[C:19]2[CH:24]=[CH:23][CH:22]=[CH:21][CH:20]=2)=[CH:16][C:15]([N:25]=[CH:26][C:27]2[CH:32]=[CH:31][C:30]([C:33]([CH3:36])([CH3:35])[CH3:34])=[CH:29][CH:28]=2)=[CH:14][CH:13]=3)=[O:9])=[CH:3][CH:2]=1.[BH4-].[Na+].O.